This data is from CYP1A2 inhibition data for predicting drug metabolism from PubChem BioAssay. The task is: Regression/Classification. Given a drug SMILES string, predict its absorption, distribution, metabolism, or excretion properties. Task type varies by dataset: regression for continuous measurements (e.g., permeability, clearance, half-life) or binary classification for categorical outcomes (e.g., BBB penetration, CYP inhibition). Dataset: cyp1a2_veith. The compound is CCn1nnnc1SCC(=O)c1ccc2c(c1)OCCO2. The result is 1 (inhibitor).